This data is from Catalyst prediction with 721,799 reactions and 888 catalyst types from USPTO. The task is: Predict which catalyst facilitates the given reaction. (1) Reactant: [Br:1][C:2]1[CH:3]=[CH:4][C:5]([F:22])=[C:6]([CH:21]=1)[CH2:7][N:8]1[C:16]2[C:11](=[N:12][CH:13]=[CH:14][CH:15]=2)[C:10]([C:17]([O:19]C)=[O:18])=[CH:9]1.O.[OH-].[Li+].Cl. Product: [Br:1][C:2]1[CH:3]=[CH:4][C:5]([F:22])=[C:6]([CH:21]=1)[CH2:7][N:8]1[C:16]2[C:11](=[N:12][CH:13]=[CH:14][CH:15]=2)[C:10]([C:17]([OH:19])=[O:18])=[CH:9]1. The catalyst class is: 193. (2) Reactant: [CH2:1]([NH:3][CH:4](O)[CH3:5])[CH3:2].C(O)=O.[Br:10][C:11]1[CH:20]=[CH:19][C:14]([C:15](=[O:18])[CH2:16]Br)=[CH:13][CH:12]=1.C(OCC)(=O)C. Product: [Br:10][C:11]1[CH:20]=[CH:19][C:14]([CH:15]2[O:18][CH2:2][CH2:1][N:3]([CH2:4][CH3:5])[CH2:16]2)=[CH:13][CH:12]=1. The catalyst class is: 6. (3) Reactant: [F:1][C:2]1[CH:10]=[C:9]([O:11][C:12](=[O:14])[CH3:13])[CH:8]=[CH:7][C:3]=1[C:4](O)=[O:5].C(Cl)(=O)C([Cl:18])=O. Product: [F:1][C:2]1[CH:10]=[C:9]([O:11][C:12](=[O:14])[CH3:13])[CH:8]=[CH:7][C:3]=1[C:4]([Cl:18])=[O:5]. The catalyst class is: 139. (4) Reactant: [NH:1]1[C:9]2[C:4](=[CH:5][CH:6]=[CH:7][CH:8]=2)[C:3]([NH:10][C:11](=[O:15])OCC)=[N:2]1.[F:16][C:17]1[CH:22]=[CH:21][CH:20]=[CH:19][C:18]=1[N:23]1[CH2:28][CH2:27][NH:26][CH2:25][CH2:24]1.O. Product: [NH:1]1[C:9]2[C:4](=[CH:5][CH:6]=[CH:7][CH:8]=2)[C:3]([NH:10][C:11]([N:26]2[CH2:25][CH2:24][N:23]([C:18]3[CH:19]=[CH:20][CH:21]=[CH:22][C:17]=3[F:16])[CH2:28][CH2:27]2)=[O:15])=[N:2]1. The catalyst class is: 9. (5) Reactant: [NH2:1][C:2]1[CH:7]=[C:6]([O:8][CH3:9])[CH:5]=[CH:4][C:3]=1[SH:10].Cl.[N:12]([O-])=O.[Na+].C(=O)([O-])[O-].[K+].[K+]. Product: [CH3:9][O:8][C:6]1[CH:5]=[CH:4][C:3]2[S:10][N:12]=[N:1][C:2]=2[CH:7]=1. The catalyst class is: 20. (6) Reactant: [C:1]([C:5]1[O:9][N:8]=[C:7]([NH:10][C:11](=[O:38])[NH:12][C:13]2[CH:18]=[CH:17][C:16]([C:19]3[N:23]4[CH:24]=[CH:25][C:26]([C:28]5[CH:36]=[CH:35][C:31]([C:32](O)=[O:33])=[CH:30][CH:29]=5)=[CH:27][C:22]4=[N:21][CH:20]=3)=[CH:15][C:14]=2[F:37])[CH:6]=1)([CH3:4])([CH3:3])[CH3:2].[C:39]([O:43][C:44]([N:46]1[CH2:51][CH2:50][NH:49][CH2:48][CH2:47]1)=[O:45])([CH3:42])([CH3:41])[CH3:40].Cl.CN(C)CCCN=C=NCC.C(N(CC)CC)C.ON1C2C=CC=CC=2N=N1. Product: [C:39]([O:43][C:44]([N:46]1[CH2:51][CH2:50][N:49]([C:32](=[O:33])[C:31]2[CH:35]=[CH:36][C:28]([C:26]3[CH:25]=[CH:24][N:23]4[C:19]([C:16]5[CH:17]=[CH:18][C:13]([NH:12][C:11]([NH:10][C:7]6[CH:6]=[C:5]([C:1]([CH3:2])([CH3:3])[CH3:4])[O:9][N:8]=6)=[O:38])=[C:14]([F:37])[CH:15]=5)=[CH:20][N:21]=[C:22]4[CH:27]=3)=[CH:29][CH:30]=2)[CH2:48][CH2:47]1)=[O:45])([CH3:42])([CH3:40])[CH3:41]. The catalyst class is: 3.